Dataset: Forward reaction prediction with 1.9M reactions from USPTO patents (1976-2016). Task: Predict the product of the given reaction. (1) Given the reactants [Br:1][C:2]1[CH:3]=[C:4]([NH2:10])[C:5]([NH2:9])=[CH:6][C:7]=1[F:8].[C:11](OCC)(OCC)(OCC)[CH3:12].[C:22](O[C:22]([O:24][C:25]([CH3:28])([CH3:27])[CH3:26])=[O:23])([O:24][C:25]([CH3:28])([CH3:27])[CH3:26])=[O:23], predict the reaction product. The product is: [Br:1][C:2]1[C:7]([F:8])=[CH:6][C:5]2[N:9]([C:22]([O:24][C:25]([CH3:28])([CH3:27])[CH3:26])=[O:23])[C:11]([CH3:12])=[N:10][C:4]=2[CH:3]=1. (2) Given the reactants [C:1]([O:5][C:6]([N:8]1[CH2:17][CH2:16][C:15]2[C:10](=[CH:11][CH:12]=[CH:13][C:14]=2[C:18](=[O:34])[NH:19][C:20]2([C:29]([O:31]CC)=[O:30])[CH2:28][C:27]3[C:22](=[CH:23][CH:24]=[CH:25][CH:26]=3)[CH2:21]2)[CH2:9]1)=[O:7])([CH3:4])([CH3:3])[CH3:2].[OH-].[K+].O, predict the reaction product. The product is: [C:1]([O:5][C:6]([N:8]1[CH2:17][CH2:16][C:15]2[C:10](=[CH:11][CH:12]=[CH:13][C:14]=2[C:18](=[O:34])[NH:19][C:20]2([C:29]([OH:31])=[O:30])[CH2:28][C:27]3[C:22](=[CH:23][CH:24]=[CH:25][CH:26]=3)[CH2:21]2)[CH2:9]1)=[O:7])([CH3:4])([CH3:2])[CH3:3]. (3) The product is: [CH2:9]([C:2]1([CH2:3][C:4]([O:6][CH2:7][CH3:8])=[O:5])[O:13][CH2:12][CH2:11][O:1]1)[CH3:10]. Given the reactants [O:1]=[C:2]([CH2:9][CH3:10])[CH2:3][C:4]([O:6][CH2:7][CH3:8])=[O:5].[CH2:11](O)[CH2:12][OH:13].C(OCC)(OCC)OCC.O.C1(C)C=CC(S(O)(=O)=O)=CC=1, predict the reaction product. (4) Given the reactants [CH3:1][C:2]1[C:3]([OH:12])=[CH:4][C:5]2[C:10]([CH:11]=1)=[CH:9][CH:8]=[CH:7][CH:6]=2.[Br:13]Br, predict the reaction product. The product is: [Br:13][C:4]1[C:5]2[C:10](=[CH:9][CH:8]=[CH:7][CH:6]=2)[CH:11]=[C:2]([CH3:1])[C:3]=1[OH:12]. (5) The product is: [N:1]1[C:10]2[C:5](=[CH:6][CH:7]=[CH:8][CH:9]=2)[CH:4]=[CH:3][C:2]=1/[CH:11]=[C:25](/[C:17]1[CH:18]=[C:19]([O:23][CH3:24])[C:20]([O:21][CH3:22])=[C:15]([O:14][CH3:13])[CH:16]=1)\[C:26]#[N:27]. Given the reactants [N:1]1[C:10]2[C:5](=[CH:6][CH:7]=[CH:8][CH:9]=2)[CH:4]=[CH:3][C:2]=1[CH:11]=O.[CH3:13][O:14][C:15]1[CH:16]=[C:17]([CH2:25][C:26]#[N:27])[CH:18]=[C:19]([O:23][CH3:24])[C:20]=1[O:21][CH3:22].C[O-].[Na+], predict the reaction product. (6) Given the reactants O.NN.[OH-].[K+].[CH3:6][O:7][C:8]1[C:18]2[S:17][C:16]3[CH:19]=[CH:20][CH:21]=[CH:22][C:15]=3[CH2:14][C:13](=O)[C:12]=2[CH:11]=[CH:10][CH:9]=1.O, predict the reaction product. The product is: [CH3:6][O:7][C:8]1[C:18]2[S:17][C:16]3[CH:19]=[CH:20][CH:21]=[CH:22][C:15]=3[CH2:14][CH2:13][C:12]=2[CH:11]=[CH:10][CH:9]=1.